Task: Predict the reactants needed to synthesize the given product.. Dataset: Full USPTO retrosynthesis dataset with 1.9M reactions from patents (1976-2016) (1) Given the product [CH3:1][O:2][C:3]1[CH:11]=[CH:10][C:6]([C:7]([NH:23][C:20]2[S:21][CH:22]=[C:18]([C:15]3[CH:16]=[CH:17][N:12]=[CH:13][CH:14]=3)[N:19]=2)=[O:8])=[CH:5][CH:4]=1, predict the reactants needed to synthesize it. The reactants are: [CH3:1][O:2][C:3]1[CH:11]=[CH:10][C:6]([C:7](Cl)=[O:8])=[CH:5][CH:4]=1.[N:12]1[CH:17]=[CH:16][C:15]([C:18]2[N:19]=[C:20]([NH2:23])[S:21][CH:22]=2)=[CH:14][CH:13]=1. (2) Given the product [CH2:1]([N:8]1[CH2:12][CH2:11][N:10]([C:13]2[S:14][C:15]([C:19]([NH:42][CH2:43][C:44]3[CH:45]=[N:46][CH:47]=[CH:48][CH:49]=3)=[O:21])=[C:16]([CH3:18])[N:17]=2)[C:9]1=[O:22])[CH2:2][CH2:7][CH3:6], predict the reactants needed to synthesize it. The reactants are: [CH2:1]([N:8]1[CH2:12][CH2:11][N:10]([C:13]2[S:14][C:15]([C:19]([OH:21])=O)=[C:16]([CH3:18])[N:17]=2)[C:9]1=[O:22])[C:2]1[CH:7]=[CH:6]C=CC=1.C(N1CCN(C2SC(C(O)=O)=C(C)N=2)C1=O)CCC.[NH2:42][CH2:43][C:44]1[CH:45]=[N:46][CH:47]=[CH:48][CH:49]=1. (3) Given the product [C:1]([N:4]1[CH2:8][CH2:7][N:6]([C:11]2[CH:16]=[N:15][C:14]([C:17]([N:19]3[CH2:24][CH2:23][N:22]([C:25]4[C:30]([CH3:31])=[CH:29][C:28]([CH3:32])=[C:27]([CH3:33])[N:26]=4)[CH2:21][CH2:20]3)=[O:18])=[CH:13][CH:12]=2)[C:5]1=[O:9])(=[O:3])[CH3:2], predict the reactants needed to synthesize it. The reactants are: [C:1]([N:4]1[CH2:8][CH2:7][NH:6][C:5]1=[O:9])(=[O:3])[CH3:2].Br[C:11]1[CH:12]=[CH:13][C:14]([C:17]([N:19]2[CH2:24][CH2:23][N:22]([C:25]3[C:30]([CH3:31])=[CH:29][C:28]([CH3:32])=[C:27]([CH3:33])[N:26]=3)[CH2:21][CH2:20]2)=[O:18])=[N:15][CH:16]=1. (4) Given the product [ClH:40].[CH3:12][CH:10]([O:9][C:8]1[CH:7]=[CH:6][C:5]([C:13]2[S:17][C:16]([C:18]3[CH:27]=[CH:26][CH:25]=[C:24]4[C:19]=3[CH2:20][CH2:21][NH:22][CH2:23]4)=[N:15][N:14]=2)=[CH:4][C:3]=1[C:1]#[N:2])[CH3:11], predict the reactants needed to synthesize it. The reactants are: [C:1]([C:3]1[CH:4]=[C:5]([C:13]2[S:17][C:16]([C:18]3[CH:27]=[CH:26][CH:25]=[C:24]4[C:19]=3[CH2:20][CH2:21][N:22](C(OC(C)(C)C)=O)[CH2:23]4)=[N:15][N:14]=2)[CH:6]=[CH:7][C:8]=1[O:9][CH:10]([CH3:12])[CH3:11])#[N:2].CCOCC.[ClH:40]. (5) Given the product [Cl:10][C:11]1[CH:12]=[C:13]([CH:14]2[N:9]([CH2:8][CH2:7][CH2:6][N:1]3[CH:5]=[CH:4][N:3]=[CH:2]3)[C:22](=[O:21])[C:23]([OH:30])=[C:24]2[CH2:25][CH2:26][CH2:27][CH2:28][CH3:29])[CH:16]=[CH:17][CH:18]=1, predict the reactants needed to synthesize it. The reactants are: [N:1]1([CH2:6][CH2:7][CH2:8][NH2:9])[CH:5]=[CH:4][N:3]=[CH:2]1.[Cl:10][C:11]1[CH:12]=[C:13]([CH:16]=[CH:17][CH:18]=1)[CH:14]=O.C([O:21][C:22](=O)[C:23](=[O:30])[CH2:24][CH2:25][CH2:26][CH2:27][CH2:28][CH3:29])C. (6) Given the product [Br:1][C:2]1[CH:7]=[CH:6][C:5]([CH:8]([CH2:31][C:28]2[CH:29]=[CH:30][C:25]([O:24][CH2:23][CH2:22][O:21][C:14]3[C:15]([Cl:20])=[CH:16][C:17]([CH3:19])=[CH:18][C:13]=3[Cl:12])=[CH:26][CH:27]=2)[C:9]#[N:10])=[C:4]([Cl:11])[CH:3]=1, predict the reactants needed to synthesize it. The reactants are: [Br:1][C:2]1[CH:7]=[CH:6][C:5]([CH2:8][C:9]#[N:10])=[C:4]([Cl:11])[CH:3]=1.[Cl:12][C:13]1[CH:18]=[C:17]([CH3:19])[CH:16]=[C:15]([Cl:20])[C:14]=1[O:21][CH2:22][CH2:23][O:24][C:25]1[CH:30]=[CH:29][C:28]([CH2:31]I)=[CH:27][CH:26]=1. (7) The reactants are: [CH3:1][CH:2]1[C:7](=[O:8])[CH2:6][CH2:5][O:4][CH2:3]1.[CH2:9](C1C(N[C@@H]2CC[C@](C(C)C)(C(N3CCN(C4C=CC=C(C(F)(F)F)C=4)CC3)=O)C2)CCOC1)C. Given the product [CH2:1]([CH:2]1[C:7](=[O:8])[CH2:6][CH2:5][O:4][CH2:3]1)[CH3:9], predict the reactants needed to synthesize it.